From a dataset of Reaction yield outcomes from USPTO patents with 853,638 reactions. Predict the reaction yield, written as a fraction of the theoretical maximum amount of product (1.0 means a 100% yield; for example, 0.34 means a 34% yield). (1) The reactants are [CH3:1][C:2]1[CH:6]=[CH:5][NH:4][C:3]=1[C:7]([OH:9])=O.[NH2:10][C:11]1[CH:16]=[CH:15][CH:14]=[CH:13][CH:12]=1. No catalyst specified. The product is [CH3:1][C:2]1[CH:6]=[CH:5][NH:4][C:3]=1[C:7]([NH:10][C:11]1[CH:16]=[CH:15][CH:14]=[CH:13][CH:12]=1)=[O:9]. The yield is 0.490. (2) The reactants are C([Li])CCC.CCCCCC.[C:12](#[N:14])[CH3:13].Br[C:16]1[CH:21]=[CH:20][CH:19]=[C:18]([O:22][CH3:23])[N:17]=1. The catalyst is C1COCC1. The product is [CH3:23][O:22][C:18]1[N:17]=[C:16]([CH2:13][C:12]#[N:14])[CH:21]=[CH:20][CH:19]=1. The yield is 0.580. (3) The reactants are Br[CH2:2][C:3]1[CH:8]=[CH:7][CH:6]=[C:5]([N+:9]([O-:11])=[O:10])[CH:4]=1.[F:12][C:13]1[CH:18]=[C:17]([F:19])[CH:16]=[CH:15][C:14]=1[C:20]1[CH:25]=[CH:24][C:23]([OH:26])=[CH:22][CH:21]=1.C(=O)([O-])[O-].[K+].[K+]. The catalyst is CC(C)=O. The product is [F:12][C:13]1[CH:18]=[C:17]([F:19])[CH:16]=[CH:15][C:14]=1[C:20]1[CH:25]=[CH:24][C:23]([O:26][CH2:2][C:3]2[CH:8]=[CH:7][CH:6]=[C:5]([N+:9]([O-:11])=[O:10])[CH:4]=2)=[CH:22][CH:21]=1. The yield is 0.630. (4) The reactants are [Cl:1][C:2]1[CH:19]=[N:18][CH:17]=[C:16](Cl)[C:3]=1[C:4]([NH:6][C:7]([C:9]1[CH:14]=[CH:13][N:12]=[C:11]([Cl:15])[CH:10]=1)=[NH:8])=[O:5].CC(N(C)C)=O. The catalyst is [Fe](Cl)(Cl)Cl.C(O)(=O)C. The product is [Cl:1][C:2]1[C:3]2[C:4]([OH:5])=[N:6][C:7]([C:9]3[CH:14]=[CH:13][N:12]=[C:11]([Cl:15])[CH:10]=3)=[N:8][C:16]=2[CH:17]=[N:18][CH:19]=1. The yield is 0.590.